From a dataset of NCI-60 drug combinations with 297,098 pairs across 59 cell lines. Regression. Given two drug SMILES strings and cell line genomic features, predict the synergy score measuring deviation from expected non-interaction effect. (1) Drug 1: C1CC(=O)NC(=O)C1N2CC3=C(C2=O)C=CC=C3N. Drug 2: CC1CCC2CC(C(=CC=CC=CC(CC(C(=O)C(C(C(=CC(C(=O)CC(OC(=O)C3CCCCN3C(=O)C(=O)C1(O2)O)C(C)CC4CCC(C(C4)OC)O)C)C)O)OC)C)C)C)OC. Cell line: T-47D. Synergy scores: CSS=7.56, Synergy_ZIP=-4.97, Synergy_Bliss=-5.00, Synergy_Loewe=-8.04, Synergy_HSA=-3.55. (2) Drug 1: CCC1=C2CN3C(=CC4=C(C3=O)COC(=O)C4(CC)O)C2=NC5=C1C=C(C=C5)O. Drug 2: CN1C2=C(C=C(C=C2)N(CCCl)CCCl)N=C1CCCC(=O)O.Cl. Cell line: KM12. Synergy scores: CSS=23.1, Synergy_ZIP=-0.866, Synergy_Bliss=9.53, Synergy_Loewe=-17.2, Synergy_HSA=6.19. (3) Drug 1: CC1CCC2CC(C(=CC=CC=CC(CC(C(=O)C(C(C(=CC(C(=O)CC(OC(=O)C3CCCCN3C(=O)C(=O)C1(O2)O)C(C)CC4CCC(C(C4)OC)OCCO)C)C)O)OC)C)C)C)OC. Drug 2: CC12CCC3C(C1CCC2O)C(CC4=C3C=CC(=C4)O)CCCCCCCCCS(=O)CCCC(C(F)(F)F)(F)F. Cell line: SW-620. Synergy scores: CSS=16.9, Synergy_ZIP=7.81, Synergy_Bliss=11.2, Synergy_Loewe=12.0, Synergy_HSA=11.2. (4) Drug 1: C1=CC(=CC=C1CCCC(=O)O)N(CCCl)CCCl. Drug 2: C1=NC(=NC(=O)N1C2C(C(C(O2)CO)O)O)N. Cell line: SF-268. Synergy scores: CSS=41.1, Synergy_ZIP=-3.12, Synergy_Bliss=-4.13, Synergy_Loewe=-5.62, Synergy_HSA=-5.47. (5) Drug 1: CCC1(CC2CC(C3=C(CCN(C2)C1)C4=CC=CC=C4N3)(C5=C(C=C6C(=C5)C78CCN9C7C(C=CC9)(C(C(C8N6C=O)(C(=O)OC)O)OC(=O)C)CC)OC)C(=O)OC)O.OS(=O)(=O)O. Drug 2: CC1=C(C(=CC=C1)Cl)NC(=O)C2=CN=C(S2)NC3=CC(=NC(=N3)C)N4CCN(CC4)CCO. Cell line: HCT116. Synergy scores: CSS=0.982, Synergy_ZIP=-3.79, Synergy_Bliss=1.23, Synergy_Loewe=-3.18, Synergy_HSA=0.550. (6) Drug 1: C1=NC2=C(N1)C(=S)N=C(N2)N. Drug 2: CC12CCC3C(C1CCC2OP(=O)(O)O)CCC4=C3C=CC(=C4)OC(=O)N(CCCl)CCCl.[Na+]. Cell line: ACHN. Synergy scores: CSS=42.9, Synergy_ZIP=-3.66, Synergy_Bliss=-6.51, Synergy_Loewe=-39.5, Synergy_HSA=-5.02. (7) Drug 1: COC1=C(C=C2C(=C1)N=CN=C2NC3=CC(=C(C=C3)F)Cl)OCCCN4CCOCC4. Drug 2: C1CN1P(=S)(N2CC2)N3CC3. Cell line: BT-549. Synergy scores: CSS=29.2, Synergy_ZIP=-8.19, Synergy_Bliss=-1.13, Synergy_Loewe=-1.84, Synergy_HSA=1.53.